This data is from Full USPTO retrosynthesis dataset with 1.9M reactions from patents (1976-2016). The task is: Predict the reactants needed to synthesize the given product. (1) Given the product [CH2:4]([NH:6][C:7](=[O:8])[O-:9])[CH3:5].[CH3:10][O:11][C:12]1[C:13]([C:1]#[N:2])=[CH:14][C:15]2[CH:16]([CH3:24])[CH:17]3[CH2:21][NH:20][CH2:19][CH:18]3[C:22]=2[CH:23]=1, predict the reactants needed to synthesize it. The reactants are: [C:1]([Cu])#[N:2].[CH2:4]([NH:6][C:7](=[O:9])[O-:8])[CH3:5].[CH3:10][O:11][C:12]1[C:13](Br)=[CH:14][C:15]2[CH:16]([CH3:24])[CH:17]3[CH2:21][NH:20][CH2:19][CH:18]3[C:22]=2[CH:23]=1. (2) Given the product [CH3:1][C:2]1([CH3:23])[C:11]2[C:6](=[CH:7][C:8]([NH:12][C:13](=[O:21])[C:14]3[CH:19]=[CH:18][CH:17]=[N:16][C:15]=3[NH:36][CH2:35][C:34]3[CH:33]=[CH:32][N:31]=[C:30]4[NH:26][CH:27]=[CH:28][C:29]=34)=[CH:9][CH:10]=2)[NH:5][C:4](=[O:22])[CH2:3]1, predict the reactants needed to synthesize it. The reactants are: [CH3:1][C:2]1([CH3:23])[C:11]2[C:6](=[CH:7][C:8]([NH:12][C:13](=[O:21])[C:14]3[CH:19]=[CH:18][CH:17]=[N:16][C:15]=3F)=[CH:9][CH:10]=2)[NH:5][C:4](=[O:22])[CH2:3]1.Cl.Cl.[NH:26]1[C:30]2=[N:31][CH:32]=[CH:33][C:34]([CH2:35][NH2:36])=[C:29]2[CH:28]=[CH:27]1.